Dataset: Full USPTO retrosynthesis dataset with 1.9M reactions from patents (1976-2016). Task: Predict the reactants needed to synthesize the given product. (1) Given the product [C:4]([CH2:5][O:6][C:7]1[CH:8]=[CH:9][C:10]([N:13]([CH2:14][C:15]2[CH:19]=[CH:18][S:17][CH:16]=2)[CH:20]2[CH2:21][CH2:22][N:23]([C@H:26]([CH3:40])[CH2:27][CH2:28][NH:29][C:30]([C:32]3[C:37]([CH3:38])=[N:36][CH:35]=[N:34][C:33]=3[CH3:39])=[O:31])[CH2:24][CH2:25]2)=[CH:11][CH:12]=1)(=[O:3])[NH2:1], predict the reactants needed to synthesize it. The reactants are: [NH3:1].C[O:3][C:4](=O)[CH2:5][O:6][C:7]1[CH:12]=[CH:11][C:10]([N:13]([CH:20]2[CH2:25][CH2:24][N:23]([C@H:26]([CH3:40])[CH2:27][CH2:28][NH:29][C:30]([C:32]3[C:33]([CH3:39])=[N:34][CH:35]=[N:36][C:37]=3[CH3:38])=[O:31])[CH2:22][CH2:21]2)[CH2:14][C:15]2[CH:19]=[CH:18][S:17][CH:16]=2)=[CH:9][CH:8]=1. (2) Given the product [CH2:19]([N:11]1[CH:12]([CH:15]([CH3:16])[CH3:17])[C:13](=[O:14])[N:9]([C:3]2[CH:4]=[C:5]([F:8])[CH:6]=[CH:7][C:2]=2[Cl:1])[C:10]1=[O:18])[C:20]1[CH:25]=[CH:24][CH:23]=[CH:22][CH:21]=1, predict the reactants needed to synthesize it. The reactants are: [Cl:1][C:2]1[CH:7]=[CH:6][C:5]([F:8])=[CH:4][C:3]=1[N:9]1[C:13](=[O:14])[CH:12]([CH:15]([CH3:17])[CH3:16])[NH:11][C:10]1=[O:18].[CH2:19](Br)[C:20]1[CH:25]=[CH:24][CH:23]=[CH:22][CH:21]=1.[H-].[Na+].